The task is: Regression. Given two drug SMILES strings and cell line genomic features, predict the synergy score measuring deviation from expected non-interaction effect.. This data is from NCI-60 drug combinations with 297,098 pairs across 59 cell lines. (1) Drug 1: CC1OCC2C(O1)C(C(C(O2)OC3C4COC(=O)C4C(C5=CC6=C(C=C35)OCO6)C7=CC(=C(C(=C7)OC)O)OC)O)O. Drug 2: N.N.Cl[Pt+2]Cl. Cell line: OVCAR-5. Synergy scores: CSS=22.2, Synergy_ZIP=-2.65, Synergy_Bliss=3.30, Synergy_Loewe=-3.39, Synergy_HSA=2.38. (2) Drug 1: CN(C)C1=NC(=NC(=N1)N(C)C)N(C)C. Drug 2: CC1C(C(CC(O1)OC2CC(CC3=C2C(=C4C(=C3O)C(=O)C5=CC=CC=C5C4=O)O)(C(=O)C)O)N)O. Cell line: MDA-MB-435. Synergy scores: CSS=42.4, Synergy_ZIP=-5.14, Synergy_Bliss=-7.28, Synergy_Loewe=-34.0, Synergy_HSA=-4.40. (3) Drug 1: C1=CC(=CC=C1CCCC(=O)O)N(CCCl)CCCl. Drug 2: C1CN(P(=O)(OC1)NCCCl)CCCl. Cell line: LOX IMVI. Synergy scores: CSS=23.6, Synergy_ZIP=-10.2, Synergy_Bliss=-3.96, Synergy_Loewe=-3.24, Synergy_HSA=-2.95. (4) Drug 1: CC1OCC2C(O1)C(C(C(O2)OC3C4COC(=O)C4C(C5=CC6=C(C=C35)OCO6)C7=CC(=C(C(=C7)OC)O)OC)O)O. Drug 2: CN(C)N=NC1=C(NC=N1)C(=O)N. Cell line: SF-539. Synergy scores: CSS=30.8, Synergy_ZIP=-0.932, Synergy_Bliss=3.56, Synergy_Loewe=-6.94, Synergy_HSA=4.76. (5) Drug 1: CCC1=CC2CC(C3=C(CN(C2)C1)C4=CC=CC=C4N3)(C5=C(C=C6C(=C5)C78CCN9C7C(C=CC9)(C(C(C8N6C)(C(=O)OC)O)OC(=O)C)CC)OC)C(=O)OC.C(C(C(=O)O)O)(C(=O)O)O. Drug 2: C1=NNC2=C1C(=O)NC=N2. Cell line: COLO 205. Synergy scores: CSS=29.7, Synergy_ZIP=1.16, Synergy_Bliss=4.50, Synergy_Loewe=-57.1, Synergy_HSA=1.32. (6) Drug 1: CC1C(C(=O)NC(C(=O)N2CCCC2C(=O)N(CC(=O)N(C(C(=O)O1)C(C)C)C)C)C(C)C)NC(=O)C3=C4C(=C(C=C3)C)OC5=C(C(=O)C(=C(C5=N4)C(=O)NC6C(OC(=O)C(N(C(=O)CN(C(=O)C7CCCN7C(=O)C(NC6=O)C(C)C)C)C)C(C)C)C)N)C. Drug 2: CC1C(C(CC(O1)OC2CC(OC(C2O)C)OC3=CC4=CC5=C(C(=O)C(C(C5)C(C(=O)C(C(C)O)O)OC)OC6CC(C(C(O6)C)O)OC7CC(C(C(O7)C)O)OC8CC(C(C(O8)C)O)(C)O)C(=C4C(=C3C)O)O)O)O. Cell line: 786-0. Synergy scores: CSS=26.0, Synergy_ZIP=7.97, Synergy_Bliss=9.72, Synergy_Loewe=6.88, Synergy_HSA=9.97. (7) Drug 1: CC1=C(C=C(C=C1)C(=O)NC2=CC(=CC(=C2)C(F)(F)F)N3C=C(N=C3)C)NC4=NC=CC(=N4)C5=CN=CC=C5. Drug 2: C(CC(=O)O)C(=O)CN.Cl. Cell line: A498. Synergy scores: CSS=2.29, Synergy_ZIP=-1.28, Synergy_Bliss=-1.07, Synergy_Loewe=-2.37, Synergy_HSA=-2.81. (8) Drug 1: CCC(=C(C1=CC=CC=C1)C2=CC=C(C=C2)OCCN(C)C)C3=CC=CC=C3.C(C(=O)O)C(CC(=O)O)(C(=O)O)O. Drug 2: COC1=C2C(=CC3=C1OC=C3)C=CC(=O)O2. Cell line: CAKI-1. Synergy scores: CSS=6.91, Synergy_ZIP=3.23, Synergy_Bliss=0.448, Synergy_Loewe=-4.75, Synergy_HSA=0.111.